This data is from NCI-60 drug combinations with 297,098 pairs across 59 cell lines. The task is: Regression. Given two drug SMILES strings and cell line genomic features, predict the synergy score measuring deviation from expected non-interaction effect. (1) Drug 1: CCCCC(=O)OCC(=O)C1(CC(C2=C(C1)C(=C3C(=C2O)C(=O)C4=C(C3=O)C=CC=C4OC)O)OC5CC(C(C(O5)C)O)NC(=O)C(F)(F)F)O. Drug 2: CCN(CC)CCCC(C)NC1=C2C=C(C=CC2=NC3=C1C=CC(=C3)Cl)OC. Cell line: SF-539. Synergy scores: CSS=50.8, Synergy_ZIP=-0.941, Synergy_Bliss=-1.05, Synergy_Loewe=-5.57, Synergy_HSA=2.47. (2) Drug 1: C1CN1P(=S)(N2CC2)N3CC3. Drug 2: C1=NC2=C(N=C(N=C2N1C3C(C(C(O3)CO)O)O)F)N. Cell line: DU-145. Synergy scores: CSS=23.5, Synergy_ZIP=2.78, Synergy_Bliss=8.58, Synergy_Loewe=-8.73, Synergy_HSA=-0.919. (3) Drug 1: C1CNP(=O)(OC1)N(CCCl)CCCl. Drug 2: CC1C(C(CC(O1)OC2CC(CC3=C2C(=C4C(=C3O)C(=O)C5=C(C4=O)C(=CC=C5)OC)O)(C(=O)CO)O)N)O.Cl. Cell line: IGROV1. Synergy scores: CSS=35.8, Synergy_ZIP=1.43, Synergy_Bliss=0.239, Synergy_Loewe=-41.3, Synergy_HSA=-1.37. (4) Drug 1: C1CCN(CC1)CCOC2=CC=C(C=C2)C(=O)C3=C(SC4=C3C=CC(=C4)O)C5=CC=C(C=C5)O. Drug 2: CC1=CC=C(C=C1)C2=CC(=NN2C3=CC=C(C=C3)S(=O)(=O)N)C(F)(F)F. Cell line: SR. Synergy scores: CSS=-4.36, Synergy_ZIP=-1.02, Synergy_Bliss=-8.51, Synergy_Loewe=-11.8, Synergy_HSA=-11.8. (5) Drug 1: CC1=C2C(C(=O)C3(C(CC4C(C3C(C(C2(C)C)(CC1OC(=O)C(C(C5=CC=CC=C5)NC(=O)OC(C)(C)C)O)O)OC(=O)C6=CC=CC=C6)(CO4)OC(=O)C)O)C)O. Drug 2: C(=O)(N)NO. Cell line: NCI-H226. Synergy scores: CSS=2.61, Synergy_ZIP=-2.69, Synergy_Bliss=-0.931, Synergy_Loewe=-3.65, Synergy_HSA=-0.184. (6) Drug 1: C1C(C(OC1N2C=NC3=C(N=C(N=C32)Cl)N)CO)O. Drug 2: CCN(CC)CCNC(=O)C1=C(NC(=C1C)C=C2C3=C(C=CC(=C3)F)NC2=O)C. Cell line: HOP-92. Synergy scores: CSS=31.3, Synergy_ZIP=-11.0, Synergy_Bliss=-2.22, Synergy_Loewe=-8.30, Synergy_HSA=-0.0391.